From a dataset of Forward reaction prediction with 1.9M reactions from USPTO patents (1976-2016). Predict the product of the given reaction. (1) The product is: [CH:13](=[N:1]/[C:2]1[CH:10]=[C:9]([Cl:11])[CH:8]=[C:7]2[C:3]=1[CH2:4][O:5][C:6]2=[O:12])\[C:14]1[CH:19]=[CH:18][CH:17]=[CH:16][CH:15]=1. Given the reactants [NH2:1][C:2]1[CH:10]=[C:9]([Cl:11])[CH:8]=[C:7]2[C:3]=1[CH2:4][O:5][C:6]2=[O:12].[CH:13](=O)[C:14]1[CH:19]=[CH:18][CH:17]=[CH:16][CH:15]=1.S([O-])([O-])(=O)=O.[Mg+2], predict the reaction product. (2) Given the reactants [F:1][C:2]1[CH:14]=[C:13](F)[C:12]([N+:16]([O-:18])=[O:17])=[CH:11][C:3]=1[NH:4][C:5]1[CH:10]=[CH:9][CH:8]=[CH:7][CH:6]=1.[CH:19]1([CH2:25][NH2:26])[CH2:24][CH2:23][CH2:22][CH2:21][CH2:20]1.CCN(C(C)C)C(C)C.Cl, predict the reaction product. The product is: [CH:19]1([CH2:25][NH:26][C:13]2[C:12]([N+:16]([O-:18])=[O:17])=[CH:11][C:3]([NH:4][C:5]3[CH:10]=[CH:9][CH:8]=[CH:7][CH:6]=3)=[C:2]([F:1])[CH:14]=2)[CH2:24][CH2:23][CH2:22][CH2:21][CH2:20]1. (3) Given the reactants [CH:1]([C:3]1[C:4]([CH3:20])=[C:5]([O:10][CH2:11][C:12]2[CH:13]=[C:14]([CH:17]=[CH:18][CH:19]=2)[C:15]#[N:16])[C:6]([CH3:9])=[N:7][CH:8]=1)=O.[NH2:21][C:22]1[CH:27]=[CH:26][C:25]([C:28]2[CH:33]=[CH:32][C:31]([C:34]#[N:35])=[CH:30][CH:29]=2)=[CH:24][CH:23]=1, predict the reaction product. The product is: [C:15]([C:14]1[CH:13]=[C:12]([CH:19]=[CH:18][CH:17]=1)[CH2:11][O:10][C:5]1[C:4]([CH3:20])=[C:3]([CH2:1][NH:21][C:22]2[CH:23]=[CH:24][C:25]([C:28]3[CH:33]=[CH:32][C:31]([C:34]#[N:35])=[CH:30][CH:29]=3)=[CH:26][CH:27]=2)[CH:8]=[N:7][C:6]=1[CH3:9])#[N:16]. (4) Given the reactants [F:1][C:2]1[CH:7]=[CH:6][C:5]([O:8][C:9](=[O:24])[N:10]([C@H:12]2[C@H:16]([C:17]3[CH:22]=[CH:21][C:20]([Cl:23])=[CH:19][CH:18]=3)[CH2:15][NH:14][CH2:13]2)[CH3:11])=[CH:4][CH:3]=1.[CH3:25][O:26][CH:27]1[CH2:30][CH:29]([C:31](O)=[O:32])[CH2:28]1, predict the reaction product. The product is: [F:1][C:2]1[CH:7]=[CH:6][C:5]([O:8][C:9](=[O:24])[N:10]([C@H:12]2[C@H:16]([C:17]3[CH:22]=[CH:21][C:20]([Cl:23])=[CH:19][CH:18]=3)[CH2:15][N:14]([C:31]([CH:29]3[CH2:30][CH:27]([O:26][CH3:25])[CH2:28]3)=[O:32])[CH2:13]2)[CH3:11])=[CH:4][CH:3]=1. (5) Given the reactants [CH3:1][N:2]1[C:7](=[O:8])[C:6]([NH:9][C:10]2[CH:15]=[CH:14][C:13]([N:16]3[CH2:21][CH2:20][N:19]([CH:22]4[CH2:25][O:24][CH2:23]4)[CH2:18][C@@H:17]3[CH3:26])=[CH:12][N:11]=2)=[CH:5][C:4]([C:27]2[CH:32]=[CH:31][N:30]=[C:29]([N:33]3[C:45](=[O:46])[C:44]4[N:36]([C:37]5[C@H:38]6[CH2:47][C@@H:41]([C:42]=5[CH:43]=4)[CH2:40][CH2:39]6)[CH2:35][CH2:34]3)[C:28]=2[CH:48]=[O:49])=[CH:3]1.[BH4-].[Na+], predict the reaction product. The product is: [OH:49][CH2:48][C:28]1[C:29]([N:33]2[C:45](=[O:46])[C:44]3[N:36]([C:37]4[C@H:38]5[CH2:47][C@@H:41]([C:42]=4[CH:43]=3)[CH2:40][CH2:39]5)[CH2:35][CH2:34]2)=[N:30][CH:31]=[CH:32][C:27]=1[C:4]1[CH:5]=[C:6]([NH:9][C:10]2[CH:15]=[CH:14][C:13]([N:16]3[CH2:21][CH2:20][N:19]([CH:22]4[CH2:23][O:24][CH2:25]4)[CH2:18][C@@H:17]3[CH3:26])=[CH:12][N:11]=2)[C:7](=[O:8])[N:2]([CH3:1])[CH:3]=1. (6) Given the reactants [CH3:1][N:2]1[C:10]2[N:9]=[CH:8][N:7]([CH3:11])[C:6]=2[C:5](=[O:12])[N:4]([C:13]2[CH:27]=[CH:26][C:16]([CH2:17][C@@H:18]([C:20]([O:22][CH:23]([CH3:25])[CH3:24])=[O:21])[NH2:19])=[CH:15][CH:14]=2)[C:3]1=[O:28].[F:29][C:30]1[CH:38]=[C:37]([NH:39][S:40]([C:43]2[CH:48]=[CH:47][C:46]([N:49]3[CH:53]=[CH:52][CH:51]=[CH:50]3)=[CH:45][CH:44]=2)(=[O:42])=[O:41])[CH:36]=[C:35]([F:54])[C:31]=1[C:32](O)=[O:33].CN(C(ON1N=NC2C=CC=NC1=2)=[N+](C)C)C.F[P-](F)(F)(F)(F)F.C1C=NC2N(O)N=NC=2C=1.C(N(CC)CC)C, predict the reaction product. The product is: [F:29][C:30]1[CH:38]=[C:37]([NH:39][S:40]([C:43]2[CH:44]=[CH:45][C:46]([N:49]3[CH:53]=[CH:52][CH:51]=[CH:50]3)=[CH:47][CH:48]=2)(=[O:42])=[O:41])[CH:36]=[C:35]([F:54])[C:31]=1[C:32]([NH:19][C@H:18]([C:20]([O:22][CH:23]([CH3:25])[CH3:24])=[O:21])[CH2:17][C:16]1[CH:15]=[CH:14][C:13]([N:4]2[C:5](=[O:12])[C:6]3[N:7]([CH3:11])[CH:8]=[N:9][C:10]=3[N:2]([CH3:1])[C:3]2=[O:28])=[CH:27][CH:26]=1)=[O:33]. (7) Given the reactants CC1(C)C(C)(C)OB([C:9]2[CH:17]=[CH:16][CH:15]=[C:14]3[C:10]=2[CH:11]=[CH:12][NH:13]3)O1.Br[C:20]1[CH:21]=[C:22]([CH:27]=[CH:28][CH:29]=1)[O:23][CH2:24][CH2:25][OH:26].[OH-].[Na+], predict the reaction product. The product is: [NH:13]1[C:14]2[C:10](=[C:9]([C:20]3[CH:21]=[C:22]([CH:27]=[CH:28][CH:29]=3)[O:23][CH2:24][CH2:25][OH:26])[CH:17]=[CH:16][CH:15]=2)[CH:11]=[CH:12]1. (8) Given the reactants [CH2:1]([O:8][C:9]1[C:10](Br)=[C:11]([CH:16]([OH:21])[C:17]([O:19][CH3:20])=[O:18])[C:12]([CH3:15])=[CH:13][CH:14]=1)[C:2]1[CH:7]=[CH:6][CH:5]=[CH:4][CH:3]=1.C(=O)([O-])[O-].[Na+].[Na+].CC1(C)C(C)(C)OB([C:37]2[CH:38]=[C:39]3[C:44](=[CH:45][CH:46]=2)[O:43][CH2:42][CH2:41][CH2:40]3)O1, predict the reaction product. The product is: [CH2:1]([O:8][C:9]1[C:10]([C:37]2[CH:46]=[CH:45][C:44]3[O:43][CH2:42][CH2:41][CH2:40][C:39]=3[CH:38]=2)=[C:11]([CH:16]([OH:21])[C:17]([O:19][CH3:20])=[O:18])[C:12]([CH3:15])=[CH:13][CH:14]=1)[C:2]1[CH:7]=[CH:6][CH:5]=[CH:4][CH:3]=1. (9) Given the reactants [F:1][C:2]1[CH:7]=[CH:6][CH:5]=[C:4]([F:8])[C:3]=1[NH:9][C:10](=[O:47])[C:11]1[CH:16]=[CH:15][CH:14]=[C:13]([C:17]2[N:18]=[C:19]3[CH:24]=[CH:23][CH:22]=[CH:21][N:20]3[C:25]=2[C:26]2[CH:31]=[CH:30][N:29]=[C:28]([NH:32][C:33]3[CH:38]=[CH:37][C:36]([O:39][CH:40]4[CH2:45][CH2:44][NH:43][CH2:42][CH2:41]4)=[CH:35][C:34]=3[CH3:46])[N:27]=2)[CH:12]=1.[CH:48]([S:50]([CH3:53])(=[O:52])=[O:51])=[CH2:49], predict the reaction product. The product is: [F:1][C:2]1[CH:7]=[CH:6][CH:5]=[C:4]([F:8])[C:3]=1[NH:9][C:10](=[O:47])[C:11]1[CH:16]=[CH:15][CH:14]=[C:13]([C:17]2[N:18]=[C:19]3[CH:24]=[CH:23][CH:22]=[CH:21][N:20]3[C:25]=2[C:26]2[CH:31]=[CH:30][N:29]=[C:28]([NH:32][C:33]3[CH:38]=[CH:37][C:36]([O:39][CH:40]4[CH2:45][CH2:44][N:43]([CH2:49][CH2:48][S:50]([CH3:53])(=[O:52])=[O:51])[CH2:42][CH2:41]4)=[CH:35][C:34]=3[CH3:46])[N:27]=2)[CH:12]=1.